This data is from Experimentally validated miRNA-target interactions with 360,000+ pairs, plus equal number of negative samples. The task is: Binary Classification. Given a miRNA mature sequence and a target amino acid sequence, predict their likelihood of interaction. (1) The miRNA is hsa-miR-3680-3p with sequence UUUUGCAUGACCCUGGGAGUAGG. The protein sequence of the target gene is MKAAVDLKPTLTIIKTEKVDLELFPSPDMECADVPLLTPSSKEMMSQALKATFSGFTKEQQRLGIPKDPRQWTETHVRDWVMWAVNEFSLKGVDFQKFCMNGAALCALGKDCFLELAPDFVGDILWEHLEILQKEDVKPYQVNGVNPAYPESRYTSDYFISYGIEHAQCVPPSEFSEPSFITESYQTLHPISSEELLSLKYENDYPSVILRDPLQTDTLQNDYFAIKQEVVTPDNMCMGRTSRGKLGGQDSFESIESYDSCDRLTQSWSSQSSFNSLQRVPSYDSFDSEDYPAALPNHKP.... Result: 1 (interaction). (2) The miRNA is mmu-miR-743b-3p with sequence GAAAGACAUCAUGCUGAAUAGA. The protein sequence of the target gene is MAKGRVADRSPTEMLHSTPAGDRAVRTQGSAAPGSKDHLNEKPCAEAGSARTSLLILVSIFSCAAFVMFLVYKNFPQLSEEERVNMKVPRDMDDAKALGKVLSKYKDTFYVQVLVAYFATYIFLQTFAIPGSIFLSILSGFLYPFPLALFLVCLCSGLGASFCYMLSYLVGRPVVYKYLTEKAVKWSQQVERHREHLINYIIFLRITPFLPNWFINITSPVINVPLKVFFIGTFLGVAPPSFVAIKAGTTLHQLTTAGEAVSWSSVFILMVLALLSILPAIFQKQLKQKFE. Result: 1 (interaction). (3) The miRNA is mmu-miR-381-3p with sequence UAUACAAGGGCAAGCUCUCUGU. The protein sequence of the target gene is MARSLCPGAWLRKPYYLQARFSYVRMKYLFFSWLVVFVGSWIIYVQYSTYTELCRGKDCKKIICDKYKTGVIDGPACNSLCVTETLYFGKCLSTKPNNQMYLGIWDNLPGVVKCQMEQALHLDFGTELEPRKEIVLFDKPTRGTTVQKFKEMVYSLFKAKLGDQGNLSELVNLILTVADGDKDGQVSLGEAKSAWALLQLNEFLLMVILQDKEHTPKLMGFCGDLYVMESVEYTSLYGISLPWVIELFIPSGFRRSMDQLFTPSWPRKAKIAIGLLEFVEDVFHGPYGNFLMCDTSAKNL.... Result: 0 (no interaction). (4) The miRNA is mmu-miR-3101-5p with sequence GGUACCAUUGACUAAAGCUAG. The protein sequence of the target gene is MASVQASRRQWCYLCDLPKMPWAMVWDFSEAVCRGCVNFEGADRIELLIDAARQLKRSHVLPEGRSPGPPALKHPATKDLAAAAAQGPQLPPPQAQPQPSGTGGGVSGQDRYDRATSSGRLPLPSPALEYTLGSRLANGLGREEAVAEGARRALLGSMPGLMPPGLLAAAVSGLGSRGLTLAPGLSPARPLFGSDFEKEKQQRNADCLAELNEAMRGRAEEWHGRPKAVREQLLALSACAPFNVRFKKDHGLVGRVFAFDATARPPGYEFELKLFTEYPCGSGNVYAGVLAVARQMFHDA.... Result: 0 (no interaction). (5) The miRNA is rno-miR-1-3p with sequence UGGAAUGUAAAGAAGUGUGUAU. The protein sequence of the target gene is MKTHLLLWGVLAIFVKAVLVTGDDEATILADNKCMCTRVTSRIIPSTEDPNEDIVERNIRIVVPLNNRENISDPTSPLRRNFVYHLSDVCKKCDPVEVELEDQVVTATQSNICNEDDGVPETCYMYDRNKCYTTMVPLRYHGETKMVQAALTPDSCYPD. Result: 0 (no interaction). (6) The miRNA is mmu-miR-532-3p with sequence CCUCCCACACCCAAGGCUUGCA. The protein sequence of the target gene is MWDQRLVRLALLQQLRAVYGIKVKGGRGQCDRRRHETAATEIKGKVFGVPFNSLPHSVVPEFGHIPSFLVDACASLKEHIHTEGLFRKSGSVVRLKALKSKLDQGEACLSSALPCDVAGLLKQFFRELPEPVLPADLHEALFKAQQLGAEERNKATLLLSCLMANPTVDILRYFFNFLKSVSLRASENKMDSSNLAVIFAPNLLQTSEGHEKMSANTEKKLRLQAAVVQTFIDCASDIGRVPDFILEKIPAMLGIDGLCTTPSLEGFEGDFETPGECKRKRRQSVGDFVNGALNKLKSSR.... Result: 0 (no interaction).